Dataset: NCI-60 drug combinations with 297,098 pairs across 59 cell lines. Task: Regression. Given two drug SMILES strings and cell line genomic features, predict the synergy score measuring deviation from expected non-interaction effect. (1) Drug 1: CC(C1=C(C=CC(=C1Cl)F)Cl)OC2=C(N=CC(=C2)C3=CN(N=C3)C4CCNCC4)N. Cell line: SN12C. Drug 2: CC1C(C(CC(O1)OC2CC(CC3=C2C(=C4C(=C3O)C(=O)C5=C(C4=O)C(=CC=C5)OC)O)(C(=O)CO)O)N)O.Cl. Synergy scores: CSS=35.7, Synergy_ZIP=-3.60, Synergy_Bliss=-6.89, Synergy_Loewe=-9.31, Synergy_HSA=-5.05. (2) Drug 1: CC12CCC(CC1=CCC3C2CCC4(C3CC=C4C5=CN=CC=C5)C)O. Drug 2: CCC1(C2=C(COC1=O)C(=O)N3CC4=CC5=C(C=CC(=C5CN(C)C)O)N=C4C3=C2)O.Cl. Cell line: M14. Synergy scores: CSS=16.6, Synergy_ZIP=-6.86, Synergy_Bliss=-1.31, Synergy_Loewe=-21.9, Synergy_HSA=-2.72. (3) Drug 1: CC1=CC2C(CCC3(C2CCC3(C(=O)C)OC(=O)C)C)C4(C1=CC(=O)CC4)C. Drug 2: C1=CC(=CC=C1C#N)C(C2=CC=C(C=C2)C#N)N3C=NC=N3. Cell line: SR. Synergy scores: CSS=-4.01, Synergy_ZIP=-1.44, Synergy_Bliss=-6.01, Synergy_Loewe=-6.82, Synergy_HSA=-6.17. (4) Drug 1: CCC1(CC2CC(C3=C(CCN(C2)C1)C4=CC=CC=C4N3)(C5=C(C=C6C(=C5)C78CCN9C7C(C=CC9)(C(C(C8N6C=O)(C(=O)OC)O)OC(=O)C)CC)OC)C(=O)OC)O.OS(=O)(=O)O. Drug 2: C1CC(C1)(C(=O)O)C(=O)O.[NH2-].[NH2-].[Pt+2]. Cell line: T-47D. Synergy scores: CSS=15.2, Synergy_ZIP=-6.57, Synergy_Bliss=-5.20, Synergy_Loewe=-4.66, Synergy_HSA=-3.23. (5) Drug 1: CN1C(=O)N2C=NC(=C2N=N1)C(=O)N. Drug 2: CC1CCCC2(C(O2)CC(NC(=O)CC(C(C(=O)C(C1O)C)(C)C)O)C(=CC3=CSC(=N3)C)C)C. Cell line: NCI-H322M. Synergy scores: CSS=28.7, Synergy_ZIP=1.07, Synergy_Bliss=-1.40, Synergy_Loewe=-17.6, Synergy_HSA=-2.59. (6) Drug 1: CC1=C(C=C(C=C1)NC2=NC=CC(=N2)N(C)C3=CC4=NN(C(=C4C=C3)C)C)S(=O)(=O)N.Cl. Drug 2: C1CN(CCN1C(=O)CCBr)C(=O)CCBr. Cell line: OVCAR-8. Synergy scores: CSS=11.1, Synergy_ZIP=-3.77, Synergy_Bliss=-1.92, Synergy_Loewe=-8.10, Synergy_HSA=-2.08. (7) Drug 1: CN1CCC(CC1)COC2=C(C=C3C(=C2)N=CN=C3NC4=C(C=C(C=C4)Br)F)OC. Drug 2: CC1C(C(=O)NC(C(=O)N2CCCC2C(=O)N(CC(=O)N(C(C(=O)O1)C(C)C)C)C)C(C)C)NC(=O)C3=C4C(=C(C=C3)C)OC5=C(C(=O)C(=C(C5=N4)C(=O)NC6C(OC(=O)C(N(C(=O)CN(C(=O)C7CCCN7C(=O)C(NC6=O)C(C)C)C)C)C(C)C)C)N)C. Cell line: SK-MEL-5. Synergy scores: CSS=5.00, Synergy_ZIP=9.23, Synergy_Bliss=17.9, Synergy_Loewe=11.8, Synergy_HSA=12.8.